Dataset: Full USPTO retrosynthesis dataset with 1.9M reactions from patents (1976-2016). Task: Predict the reactants needed to synthesize the given product. (1) Given the product [C:1]([O:5][C:6]([N:8]([CH2:32][C@H:33]1[CH2:42][CH2:41][C:40]2[C:35](=[CH:36][CH:37]=[C:38]([C:43]3[CH:52]=[CH:51][C:46]([C:47]([O:49][CH3:50])=[O:48])=[CH:45][CH:44]=3)[CH:39]=2)[O:34]1)[CH2:9][C@@H:10]([C:11]1[CH:12]=[N:13][C:14]([N:17]2[C:18]([CH3:23])=[CH:19][CH:20]=[C:21]2[CH3:22])=[CH:15][CH:16]=1)[OH:24])=[O:7])([CH3:4])([CH3:2])[CH3:3], predict the reactants needed to synthesize it. The reactants are: [C:1]([O:5][C:6]([N:8]([CH2:32][C@H:33]1[CH2:42][CH2:41][C:40]2[C:35](=[CH:36][CH:37]=[C:38]([C:43]3[CH:52]=[CH:51][C:46]([C:47]([O:49][CH3:50])=[O:48])=[CH:45][CH:44]=3)[CH:39]=2)[O:34]1)[CH2:9][C@H:10]([O:24][Si](C(C)(C)C)(C)C)[C:11]1[CH:12]=[N:13][C:14]([N:17]2[C:21]([CH3:22])=[CH:20][CH:19]=[C:18]2[CH3:23])=[CH:15][CH:16]=1)=[O:7])([CH3:4])([CH3:3])[CH3:2].[F-].C([N+](CCCC)(CCCC)CCCC)CCC. (2) Given the product [CH2:1]([O:3][C:4]([C:6]1[NH:7][CH:8]=[CH:9][C:10]=1[CH3:11])=[O:5])[CH3:2], predict the reactants needed to synthesize it. The reactants are: [CH2:1]([O:3][C:4]([CH:6]1[C:10]([CH3:11])=[CH:9][CH2:8][N:7]1S(C1C=CC(C)=CC=1)(=O)=O)=[O:5])[CH3:2].C1CCN2C(=NCCC2)CC1. (3) Given the product [C:28]([O:32][C:33]([NH:35][C:36]1[CH:37]=[C:38]([CH:43]=[CH:44][C:45]=1[O:46][CH3:47])[C:39]([NH:41][NH:42][C:25]([C:15]1[O:16][CH:17]=[C:18]([C:19]2[CH:24]=[CH:23][CH:22]=[CH:21][CH:20]=2)[C:14]=1[C:8]1[CH:13]=[CH:12][CH:11]=[CH:10][CH:9]=1)=[O:27])=[O:40])=[O:34])([CH3:31])([CH3:30])[CH3:29], predict the reactants needed to synthesize it. The reactants are: C(N(CC)CC)C.[C:8]1([C:14]2[C:18]([C:19]3[CH:24]=[CH:23][CH:22]=[CH:21][CH:20]=3)=[CH:17][O:16][C:15]=2[C:25]([OH:27])=O)[CH:13]=[CH:12][CH:11]=[CH:10][CH:9]=1.[C:28]([O:32][C:33]([NH:35][C:36]1[CH:37]=[C:38]([CH:43]=[CH:44][C:45]=1[O:46][CH3:47])[C:39]([NH:41][NH2:42])=[O:40])=[O:34])([CH3:31])([CH3:30])[CH3:29].CN([P+](ON1N=NC2C=CC=CC1=2)(N(C)C)N(C)C)C.F[P-](F)(F)(F)(F)F. (4) Given the product [Cl:39][C:30]1[CH:29]=[C:28]([C:26]2[O:25][N:24]=[C:23]([C:20]3[CH:19]=[CH:18][C:17]([CH2:16][N:13]4[CH2:12][CH2:11][C:10]([CH3:40])([C:8]([OH:9])=[O:7])[CH2:15][CH2:14]4)=[CH:22][CH:21]=3)[N:27]=2)[CH:33]=[CH:32][C:31]=1[CH:34]1[CH2:38][CH2:37][CH2:36][CH2:35]1, predict the reactants needed to synthesize it. The reactants are: [OH-].[Na+].[OH-].[K+].C([O:7][C:8]([C:10]1([CH3:40])[CH2:15][CH2:14][N:13]([CH2:16][C:17]2[CH:22]=[CH:21][C:20]([C:23]3[N:27]=[C:26]([C:28]4[CH:33]=[CH:32][C:31]([CH:34]5[CH2:38][CH2:37][CH2:36][CH2:35]5)=[C:30]([Cl:39])[CH:29]=4)[O:25][N:24]=3)=[CH:19][CH:18]=2)[CH2:12][CH2:11]1)=[O:9])C.C(O)(=O)C. (5) The reactants are: [NH2:1][C:2]1[C:3]([C:20]([O-:22])=O)=[N:4][C:5]([C:13]2[CH:18]=[CH:17][CH:16]=[C:15]([OH:19])[CH:14]=2)=[N:6][C:7]=1[NH:8][C:9]([CH3:12])([CH3:11])[CH3:10].[NH2:23]C1C(C([O-])=O)=NC(Cl)=NC=1NC(C)(C)C.[OH:39][C:40]1C=C(B(O)O)C=CC=1.P([O-])([O-])([O-])=O.[K+].[K+].[K+].C1(P(C2CCCCC2)C2C=CC=CC=2C2C(OC)=CC=CC=2OC)CCCCC1. Given the product [C:9]([N:8]1[C:40](=[O:39])[NH:1][C:2]2[C:7]1=[N:6][C:5]([C:13]1[CH:18]=[CH:17][CH:16]=[C:15]([OH:19])[CH:14]=1)=[N:4][C:3]=2[C:20]([NH2:23])=[O:22])([CH3:11])([CH3:10])[CH3:12], predict the reactants needed to synthesize it. (6) Given the product [NH2:1][C:2]1[O:3][CH2:4][C:5]([F:31])([F:32])[C@:6]([C:9]2[N:14]=[C:13]([NH:15][C:16]([C:18]3[C:23]([NH2:24])=[N:22][C:21]([C:25]([F:28])([F:27])[CH3:26])=[CH:20][N:19]=3)=[O:17])[CH:12]=[CH:11][C:10]=2[F:30])([CH3:8])[N:7]=1, predict the reactants needed to synthesize it. The reactants are: [NH2:1][C:2]1[O:3][CH2:4][C:5]([F:32])([F:31])[C@:6]([C:9]2[N:14]=[C:13]([NH:15][C:16]([C:18]3[C:23]([NH2:24])=[N:22][C:21]([C:25]([F:28])([F:27])[CH3:26])=[C:20](Cl)[N:19]=3)=[O:17])[CH:12]=[CH:11][C:10]=2[F:30])([CH3:8])[N:7]=1. (7) Given the product [NH2:23][C:22]1[C:24]2[C:25]([CH3:31])([CH3:30])[C:26](=[O:27])[NH:33][C:32]=2[N:17]=[C:15]([C:7]2[C:8]3[C:9](=[N:10][C:11]([CH3:14])=[N:12][CH:13]=3)[N:5]([CH2:4][C:3]3[CH:18]=[CH:19][CH:20]=[CH:21][C:2]=3[F:1])[N:6]=2)[N:16]=1, predict the reactants needed to synthesize it. The reactants are: [F:1][C:2]1[CH:21]=[CH:20][CH:19]=[CH:18][C:3]=1[CH2:4][N:5]1[C:9]2=[N:10][C:11]([CH3:14])=[N:12][CH:13]=[C:8]2[C:7]([C:15](=[NH:17])[NH2:16])=[N:6]1.[C:22]([CH:24]([C:32]#[N:33])[C:25]([CH3:31])([CH3:30])[C:26](OC)=[O:27])#[N:23].CC(C)([O-])C.[K+].O. (8) The reactants are: [Cl:1][CH2:2][C:3]1[CH:4]=[N:5][CH:6]=[CH:7][CH:8]=1.O.O.O.O.O.O.[NH:15]1[CH2:20][CH2:19][NH:18][CH2:17][CH2:16]1. Given the product [ClH:1].[ClH:1].[ClH:1].[N:5]1[CH:6]=[CH:7][CH:8]=[C:3]([CH2:2][N:15]2[CH2:20][CH2:19][NH:18][CH2:17][CH2:16]2)[CH:4]=1, predict the reactants needed to synthesize it. (9) Given the product [CH3:12][C:11]1[C:2]([N:19]2[CH2:20][CH2:21][N:16]([CH:22]=[O:23])[CH2:17][CH2:18]2)=[N:3][C:4]2[C:9]([CH:10]=1)=[CH:8][C:7]([N+:13]([O-:15])=[O:14])=[CH:6][CH:5]=2, predict the reactants needed to synthesize it. The reactants are: Cl[C:2]1[C:11]([CH3:12])=[CH:10][C:9]2[C:4](=[CH:5][CH:6]=[C:7]([N+:13]([O-:15])=[O:14])[CH:8]=2)[N:3]=1.[N:16]1([CH:22]=[O:23])[CH2:21][CH2:20][NH:19][CH2:18][CH2:17]1.O. (10) Given the product [OH:11][C@@H:3]1[C:4]2[C:9](=[CH:8][CH:7]=[CH:6][CH:5]=2)[CH2:10][C@H:2]1[N:16]1[C:15](=[O:17])[C:14]2=[CH:18][CH:19]=[CH:20][CH:21]=[C:13]2[C:12]1=[O:22], predict the reactants needed to synthesize it. The reactants are: Br[C@@H:2]1[CH2:10][C:9]2[C:4](=[CH:5][CH:6]=[CH:7][CH:8]=2)[C@H:3]1[OH:11].[C:12]1(=[O:22])[NH:16][C:15](=[O:17])[C:14]2=[CH:18][CH:19]=[CH:20][CH:21]=[C:13]12.[K].